Dataset: Forward reaction prediction with 1.9M reactions from USPTO patents (1976-2016). Task: Predict the product of the given reaction. (1) Given the reactants [N:1]1([C:6]2C=CN=[C:8]([CH3:12])[CH:7]=2)[CH:5]=[CH:4][CH:3]=[CH:2]1.[Cl-].[Br:14][C:15]1[CH:16]=[C:17]([CH:24]=[CH:25][CH:26]=1)[CH:18]=[N+:19]1[CH2:23][CH2:22][CH2:21][CH2:20]1.BrC1C=C(C=CC=1)C=O.[NH:36]1CC[CH2:38][CH2:37]1, predict the reaction product. The product is: [Br:14][C:15]1[CH:16]=[C:17]([CH:18]([N:19]2[CH2:20][CH2:21][CH2:22][CH2:23]2)[C:5]2[N:1]([CH2:6][C:7]3[CH:8]=[CH:12][CH:38]=[CH:37][N:36]=3)[CH:2]=[CH:3][CH:4]=2)[CH:24]=[CH:25][CH:26]=1. (2) The product is: [CH2:4]([NH:11][C:12]([C:14]1[S:18][C:17]([C:2]#[N:3])=[N:16][C:15]=1[CH3:20])=[O:13])[C:5]1[CH:6]=[CH:7][CH:8]=[CH:9][CH:10]=1. Given the reactants [Cu][C:2]#[N:3].[CH2:4]([NH:11][C:12]([C:14]1[S:18][C:17](I)=[N:16][C:15]=1[CH3:20])=[O:13])[C:5]1[CH:10]=[CH:9][CH:8]=[CH:7][CH:6]=1, predict the reaction product. (3) Given the reactants [Br:1][C:2]1[N:24]=[C:5]2[C:6]([O:22][CH3:23])=[CH:7][C:8]([C:10]([N:12]3[CH:17]([CH2:18][CH2:19][OH:20])[CH2:16][O:15][CH:14]([CH3:21])[CH2:13]3)=[O:11])=[CH:9][N:4]2[N:3]=1.Cl[Si:26]([CH:33]([CH3:35])[CH3:34])([CH:30]([CH3:32])[CH3:31])[CH:27]([CH3:29])[CH3:28].N1C=CN=C1, predict the reaction product. The product is: [Br:1][C:2]1[N:24]=[C:5]2[C:6]([O:22][CH3:23])=[CH:7][C:8]([C:10]([N:12]3[CH:17]([CH2:18][CH2:19][O:20][Si:26]([CH:33]([CH3:35])[CH3:34])([CH:30]([CH3:32])[CH3:31])[CH:27]([CH3:29])[CH3:28])[CH2:16][O:15][CH:14]([CH3:21])[CH2:13]3)=[O:11])=[CH:9][N:4]2[N:3]=1. (4) Given the reactants [CH3:1][C:2]1[CH:3]=[C:4]([CH3:41])[C:5]2[O:9][C:8]([NH:10][C:11]3[CH:16]=[CH:15][C:14]([C:17]4[C:25]5[C:24]([NH2:26])=[N:23][CH:22]=[N:21][C:20]=5[N:19]([C@H:27]5[CH2:32][CH2:31][C@@H:30]([N:33]6[CH2:38][CH2:37][NH:36][CH2:35][CH2:34]6)[CH2:29][CH2:28]5)[CH:18]=4)=[CH:13][C:12]=3[F:39])=[N:7][C:6]=2[CH:40]=1.C(O)(=O)C.C([BH3-])#N.[Na+].C(O[C:53]1(O[Si](C)(C)C)[CH2:55][CH2:54]1)C, predict the reaction product. The product is: [CH:53]1([N:36]2[CH2:35][CH2:34][N:33]([C@@H:30]3[CH2:31][CH2:32][C@H:27]([N:19]4[C:20]5[N:21]=[CH:22][N:23]=[C:24]([NH2:26])[C:25]=5[C:17]([C:14]5[CH:15]=[CH:16][C:11]([NH:10][C:8]6[O:9][C:5]7[C:4]([CH3:41])=[CH:3][C:2]([CH3:1])=[CH:40][C:6]=7[N:7]=6)=[C:12]([F:39])[CH:13]=5)=[CH:18]4)[CH2:28][CH2:29]3)[CH2:38][CH2:37]2)[CH2:55][CH2:54]1.